Predict the product of the given reaction. From a dataset of Forward reaction prediction with 1.9M reactions from USPTO patents (1976-2016). (1) Given the reactants [NH2:1][C:2]1[C:7](C(OCC)=O)=[C:6]([CH3:13])[N:5]=[C:4]2[S:14][C:15]([Br:24])=[C:16]([C:17]3[CH:22]=[CH:21][CH:20]=[C:19]([CH3:23])[CH:18]=3)[C:3]=12.[OH-].[Na+].C1(OC2C=CC=CC=2)C=CC=CC=1, predict the reaction product. The product is: [Br:24][C:15]1[S:14][C:4]2[N:5]=[C:6]([CH3:13])[CH:7]=[C:2]([NH2:1])[C:3]=2[C:16]=1[C:17]1[CH:22]=[CH:21][CH:20]=[C:19]([CH3:23])[CH:18]=1. (2) Given the reactants [ClH:1].[CH:2]1([CH2:5][O:6][C:7]2[C:12]3[CH2:13][O:14][C@:15]4([CH3:27])[C@H:19]([C:11]=3[CH:10]=[CH:9][CH:8]=2)[CH2:18][N:17](C(OC(C)(C)C)=O)[CH2:16]4)[CH2:4][CH2:3]1, predict the reaction product. The product is: [ClH:1].[CH:2]1([CH2:5][O:6][C:7]2[C:12]3[CH2:13][O:14][C@:15]4([CH3:27])[C@H:19]([C:11]=3[CH:10]=[CH:9][CH:8]=2)[CH2:18][NH:17][CH2:16]4)[CH2:3][CH2:4]1. (3) Given the reactants [CH3:1][CH2:2][O:3][C:4]([C:6]1[N:16]([C:17]([O:19][C:20]([CH3:23])([CH3:22])[CH3:21])=[O:18])[C:9]2=[N:10][C:11]([Br:15])=[C:12]([OH:14])[CH:13]=[C:8]2[CH:7]=1)=[O:5].[H-].[Na+].[CH2:26](Br)[CH3:27], predict the reaction product. The product is: [CH3:1][CH2:2][O:3][C:4]([C:6]1[N:16]([C:17]([O:19][C:20]([CH3:22])([CH3:21])[CH3:23])=[O:18])[C:9]2=[N:10][C:11]([Br:15])=[C:12]([O:14][CH2:26][CH3:27])[CH:13]=[C:8]2[CH:7]=1)=[O:5]. (4) Given the reactants [C:1]([S:5]([C:8]1[C:9]2[S:16][CH:15]=[C:14]([CH:17]3[CH2:21][C@H:20]([OH:22])[C@H:19]([CH2:23][O:24][CH2:25][O:26][CH3:27])[CH2:18]3)[C:10]=2[N:11]=[CH:12][N:13]=1)(=[O:7])=[O:6])([CH3:4])([CH3:3])[CH3:2].[Si:28](OS(C(F)(F)F)(=O)=O)([C:31]([CH3:34])([CH3:33])[CH3:32])([CH3:30])[CH3:29].C(N(CC)CC)C, predict the reaction product. The product is: [C:31]([Si:28]([O:22][C@H:20]1[CH2:21][C@@H:17]([C:14]2[C:10]3[N:11]=[CH:12][N:13]=[C:8]([S:5]([C:1]([CH3:4])([CH3:3])[CH3:2])(=[O:6])=[O:7])[C:9]=3[S:16][CH:15]=2)[CH2:18][C@H:19]1[CH2:23][O:24][CH2:25][O:26][CH3:27])([CH3:30])[CH3:29])([CH3:34])([CH3:33])[CH3:32]. (5) Given the reactants [H-].[Al+3].[Li+].[H-].[H-].[H-].C1COCC1.[N:12]1[C:21]2[C:16](=[CH:17][CH:18]=[C:19]([CH2:22][CH2:23][C:24](OCC)=[O:25])[CH:20]=2)[CH:15]=[CH:14][CH:13]=1, predict the reaction product. The product is: [N:12]1[C:21]2[C:16](=[CH:17][CH:18]=[C:19]([CH2:22][CH2:23][CH2:24][OH:25])[CH:20]=2)[CH:15]=[CH:14][CH:13]=1. (6) The product is: [Cl:1][C:2]1[CH:22]=[C:21]([CH:24]=[CH:25][C:26]2[CH:31]=[CH:30][CH:29]=[CH:28][CH:27]=2)[CH:20]=[CH:19][C:3]=1[CH2:4][C:5]1[C:13]2[C:8](=[CH:9][CH:10]=[C:11]([C:14]([O:16][CH3:17])=[O:15])[CH:12]=2)[NH:7][C:6]=1[CH3:18]. Given the reactants [Cl:1][C:2]1[CH:22]=[C:21](I)[CH:20]=[CH:19][C:3]=1[CH2:4][C:5]1[C:13]2[C:8](=[CH:9][CH:10]=[C:11]([C:14]([O:16][CH3:17])=[O:15])[CH:12]=2)[NH:7][C:6]=1[CH3:18].[CH2:24]=[CH:25][C:26]1[CH:31]=[CH:30][CH:29]=[CH:28][CH:27]=1.C1(P(C2C=CC=CC=2)C2C=CC=CC=2)C=CC=CC=1.C(N(CCCC)CCCC)CCC, predict the reaction product. (7) Given the reactants C(=O)([O-])[O-].[K+].[K+].[CH3:7][O:8][C:9](=[O:31])[CH2:10][C:11]1[CH:16]=[C:15]([OH:17])[CH:14]=[C:13]([O:18][C:19]2[CH:24]=[CH:23][C:22]([S:25]([CH2:28][CH3:29])(=[O:27])=[O:26])=[CH:21][C:20]=2[Cl:30])[CH:12]=1.Cl.[CH3:33][N:34]([CH3:38])[CH2:35][CH2:36]Cl.O, predict the reaction product. The product is: [CH3:7][O:8][C:9](=[O:31])[CH2:10][C:11]1[CH:16]=[C:15]([O:17][CH2:36][CH2:35][N:34]([CH3:38])[CH3:33])[CH:14]=[C:13]([O:18][C:19]2[CH:24]=[CH:23][C:22]([S:25]([CH2:28][CH3:29])(=[O:27])=[O:26])=[CH:21][C:20]=2[Cl:30])[CH:12]=1. (8) Given the reactants [Br:1][C:2]1[CH:3]=[CH:4][C:5](F)=[C:6]([CH:9]=1)[CH:7]=O.[H-].[Na+].[SH:13][CH2:14][C:15]([O:17][CH3:18])=[O:16], predict the reaction product. The product is: [Br:1][C:2]1[CH:3]=[CH:4][C:5]2[S:13][C:14]([C:15]([O:17][CH3:18])=[O:16])=[CH:7][C:6]=2[CH:9]=1. (9) The product is: [F:18][C:2]1([F:1])[C@H:6]2[C@@:7]([C:11]3[CH:16]=[CH:15][CH:14]=[CH:13][C:12]=3[F:17])([CH3:10])[NH:8][O:9][C@H:5]2[CH2:4][CH2:3]1. Given the reactants [F:1][C:2]1([F:18])[CH:6]2[C:7]([C:11]3[CH:16]=[CH:15][CH:14]=[CH:13][C:12]=3[F:17])([CH3:10])[NH:8][O:9][CH:5]2[CH2:4][CH2:3]1.CCCCCCC, predict the reaction product.